This data is from Peptide-MHC class II binding affinity with 134,281 pairs from IEDB. The task is: Regression. Given a peptide amino acid sequence and an MHC pseudo amino acid sequence, predict their binding affinity value. This is MHC class II binding data. (1) The peptide sequence is LSPLSNMVSMANNHM. The MHC is HLA-DPA10201-DPB10101 with pseudo-sequence HLA-DPA10201-DPB10101. The binding affinity (normalized) is 0.136. (2) The peptide sequence is DSKHQLDMIITAVNS. The MHC is DRB1_0301 with pseudo-sequence DRB1_0301. The binding affinity (normalized) is 0.237. (3) The peptide sequence is EKKYFAATQCEPLAA. The MHC is HLA-DPA10201-DPB10101 with pseudo-sequence HLA-DPA10201-DPB10101. The binding affinity (normalized) is 0.646. (4) The peptide sequence is ALDVWALGLAIFEFV. The MHC is DRB1_0405 with pseudo-sequence DRB1_0405. The binding affinity (normalized) is 0.454. (5) The peptide sequence is MGMFNMLSTVLGVSI. The MHC is DRB1_0301 with pseudo-sequence DRB1_0301. The binding affinity (normalized) is 0.213. (6) The peptide sequence is KDGRRIVVPCREQDE. The MHC is DRB3_0101 with pseudo-sequence DRB3_0101. The binding affinity (normalized) is 0.